From a dataset of Full USPTO retrosynthesis dataset with 1.9M reactions from patents (1976-2016). Predict the reactants needed to synthesize the given product. Given the product [NH2:21][C:3]1[CH:4]=[C:5]([CH:19]=[CH:20][C:2]=1[CH3:1])[C:6]([NH:8][C:9]1[CH:14]=[CH:13][N:12]=[C:11]([C:15]([F:18])([F:16])[F:17])[CH:10]=1)=[O:7], predict the reactants needed to synthesize it. The reactants are: [CH3:1][C:2]1[CH:20]=[CH:19][C:5]([C:6]([NH:8][C:9]2[CH:14]=[CH:13][N:12]=[C:11]([C:15]([F:18])([F:17])[F:16])[CH:10]=2)=[O:7])=[CH:4][C:3]=1[N+:21]([O-])=O.